Dataset: Buchwald-Hartwig C-N cross coupling reaction yields with 55,370 reactions. Task: Predict the reaction yield, written as a fraction of the theoretical maximum amount of product (1.0 means a 100% yield; for example, 0.34 means a 34% yield). (1) The reactants are FC(F)(F)c1ccc(Cl)cc1.Cc1ccc(N)cc1.O=S(=O)(O[Pd]1c2ccccc2-c2ccccc2N~1)C(F)(F)F.CC(C)c1cc(C(C)C)c(-c2ccccc2P(C2CCCCC2)C2CCCCC2)c(C(C)C)c1.CN1CCCN2CCCN=C12.Fc1cccc(F)c1-c1ccno1. No catalyst specified. The product is Cc1ccc(Nc2ccc(C(F)(F)F)cc2)cc1. The yield is 0.132. (2) The reactants are CCc1ccc(I)cc1.Cc1ccc(N)cc1.O=S(=O)(O[Pd]1c2ccccc2-c2ccccc2N~1)C(F)(F)F.CC(C)c1cc(C(C)C)c(-c2ccccc2P(C2CCCCC2)C2CCCCC2)c(C(C)C)c1.CCN=P(N=P(N(C)C)(N(C)C)N(C)C)(N(C)C)N(C)C.CCOC(=O)c1cc(C)no1. No catalyst specified. The product is CCc1ccc(Nc2ccc(C)cc2)cc1. The yield is 0.710.